From a dataset of Full USPTO retrosynthesis dataset with 1.9M reactions from patents (1976-2016). Predict the reactants needed to synthesize the given product. (1) Given the product [NH2:1][C:2]1[N:7]([CH2:8][CH2:9][CH2:10][CH2:11][CH3:12])[C:6](=[O:13])[NH:5][C:4](=[O:14])[C:3]=1[N:19]=[O:20], predict the reactants needed to synthesize it. The reactants are: [NH2:1][C:2]1[N:7]([CH2:8][CH2:9][CH2:10][CH2:11][CH3:12])[C:6](=[O:13])[NH:5][C:4](=[O:14])[CH:3]=1.C(O)(=O)C.[N:19]([O-])=[O:20].[Na+]. (2) Given the product [C:10]([C:14]1[CH:15]=[C:16]([NH:8][C:6]2[C:5]([CH3:9])=[CH:4][N:3]=[C:2]([Cl:1])[N:7]=2)[CH:17]=[CH:18][CH:19]=1)([CH3:13])([CH3:12])[CH3:11], predict the reactants needed to synthesize it. The reactants are: [Cl:1][C:2]1[N:7]=[C:6]([NH2:8])[C:5]([CH3:9])=[CH:4][N:3]=1.[C:10]([C:14]1[CH:19]=[CH:18][CH:17]=[C:16](Br)[CH:15]=1)([CH3:13])([CH3:12])[CH3:11].CC1(C)C2C(=C(P(C3C=CC=CC=3)C3C=CC=CC=3)C=CC=2)OC2C(P(C3C=CC=CC=3)C3C=CC=CC=3)=CC=CC1=2.C(=O)([O-])[O-].[Cs+].[Cs+].